From a dataset of Forward reaction prediction with 1.9M reactions from USPTO patents (1976-2016). Predict the product of the given reaction. (1) Given the reactants [F:1][C:2]([F:21])([F:20])[C:3]1[CH:4]=[C:5]([C:10]2[CH:15]=[CH:14][N:13]=[C:12]([C:16](=[N:18][OH:19])[NH2:17])[CH:11]=2)[CH:6]=[CH:7][C:8]=1[F:9].[C:22](N1C=CN=C1)(N1C=CN=C1)=[O:23].N12CCCN=C1CCCCC2.Cl, predict the reaction product. The product is: [F:21][C:2]([F:1])([F:20])[C:3]1[CH:4]=[C:5]([C:10]2[CH:15]=[CH:14][N:13]=[C:12]([C:16]3[NH:18][O:19][C:22](=[O:23])[N:17]=3)[CH:11]=2)[CH:6]=[CH:7][C:8]=1[F:9]. (2) The product is: [CH2:1]([O:8][C:9]1[CH:14]=[CH:13][C:12]([N:15]([CH2:26][C@H:27]([OH:29])[CH3:28])[C:16]([C:18]2[C:23]([Cl:24])=[N:22][CH:21]=[N:20][C:19]=2[Cl:25])=[O:17])=[CH:11][C:10]=1[F:37])[C:2]1[CH:7]=[CH:6][CH:5]=[CH:4][CH:3]=1. Given the reactants [CH2:1]([O:8][C:9]1[CH:14]=[CH:13][C:12]([N:15]([CH2:26][C@H:27]([O:29][Si](C(C)(C)C)(C)C)[CH3:28])[C:16]([C:18]2[C:19]([Cl:25])=[N:20][CH:21]=[N:22][C:23]=2[Cl:24])=[O:17])=[CH:11][C:10]=1[F:37])[C:2]1[CH:7]=[CH:6][CH:5]=[CH:4][CH:3]=1, predict the reaction product. (3) Given the reactants [CH3:1][C:2]1[CH:10]=[CH:9][CH:8]=[C:7]([CH3:11])[C:3]=1[C:4](O)=[O:5].C(Cl)(=O)C([Cl:15])=O, predict the reaction product. The product is: [CH3:1][C:2]1[CH:10]=[CH:9][CH:8]=[C:7]([CH3:11])[C:3]=1[C:4]([Cl:15])=[O:5]. (4) The product is: [C:10]([O:13][C:14]([NH:1][C@H:2]1[CH2:7][CH2:6][C@H:5]([OH:8])[CH2:4][CH2:3]1)=[O:15])([CH3:12])([CH3:11])[CH3:9]. Given the reactants [NH2:1][C@H:2]1[CH2:7][CH2:6][C@H:5]([OH:8])[CH2:4][CH2:3]1.[CH3:9][C:10]([O:13][C:14](O[C:14]([O:13][C:10]([CH3:12])([CH3:11])[CH3:9])=[O:15])=[O:15])([CH3:12])[CH3:11], predict the reaction product. (5) Given the reactants Br[C:2]1[CH:7]=[CH:6][C:5]([CH3:8])=[C:4]([O:9][CH2:10][C:11]2[CH:16]=[CH:15][C:14]([O:17][CH3:18])=[CH:13][CH:12]=2)[CH:3]=1.C([Li])CCC.[CH3:24][C:25](N(C)C)=[O:26].[Cl-].[NH4+], predict the reaction product. The product is: [CH3:18][O:17][C:14]1[CH:15]=[CH:16][C:11]([CH2:10][O:9][C:4]2[CH:3]=[C:2]([C:25](=[O:26])[CH3:24])[CH:7]=[CH:6][C:5]=2[CH3:8])=[CH:12][CH:13]=1. (6) Given the reactants [CH3:1][O:2][C:3]([C:5]1[CH:6]=[CH:7][C:8]2[O:12][C:11]([C:13]([CH2:24][CH3:25])([C:16]3[CH:21]=[CH:20][C:19]([OH:22])=[C:18]([CH3:23])[CH:17]=3)[CH2:14][CH3:15])=[N:10][C:9]=2[CH:26]=1)=[O:4].Br[CH2:28][C:29](=[O:34])[C:30]([CH3:33])([CH3:32])[CH3:31].C([O-])([O-])=O.[K+].[K+], predict the reaction product. The product is: [CH3:1][O:2][C:3]([C:5]1[CH:6]=[CH:7][C:8]2[O:12][C:11]([C:13]([C:16]3[CH:21]=[CH:20][C:19]([O:22][CH2:28][C:29](=[O:34])[C:30]([CH3:33])([CH3:32])[CH3:31])=[C:18]([CH3:23])[CH:17]=3)([CH2:24][CH3:25])[CH2:14][CH3:15])=[N:10][C:9]=2[CH:26]=1)=[O:4]. (7) Given the reactants [Cl:1][C:2]1[CH:34]=[CH:33][C:5]([CH2:6][N:7]2[C:15]3[C:14](=[O:16])[N:13]([CH2:17][CH2:18][CH2:19][O:20][CH:21]4[CH2:26][CH2:25][CH2:24][CH2:23][O:22]4)[C:12](=[O:27])[N:11]([CH3:28])[C:10]=3[N:9]=[C:8]2[C:29]#[C:30][CH2:31][OH:32])=[CH:4][CH:3]=1, predict the reaction product. The product is: [Cl:1][C:2]1[CH:3]=[CH:4][C:5]([CH2:6][N:7]2[C:15]3[C:14](=[O:16])[N:13]([CH2:17][CH2:18][CH2:19][O:20][CH:21]4[CH2:26][CH2:25][CH2:24][CH2:23][O:22]4)[C:12](=[O:27])[N:11]([CH3:28])[C:10]=3[N:9]=[C:8]2[CH2:29][CH2:30][CH2:31][OH:32])=[CH:33][CH:34]=1. (8) Given the reactants CC(OI1(OC(C)=O)(OC(C)=O)OC(=O)C2C=CC=CC1=2)=O.[OH:23][C@@H:24]1[C@H:28]2[N:29]([C:34](=[O:59])[C@@H:35]([NH:41][C:42](=[O:58])[C:43]3[CH:48]=[CH:47][C:46]([N:49]4[CH2:54][CH2:53][N:52]([CH:55]([CH3:57])[CH3:56])[CH2:51][CH2:50]4)=[CH:45][CH:44]=3)[CH2:36][C:37]([CH3:40])([CH3:39])[CH3:38])[CH2:30][C@@H:31]([O:32][CH3:33])[C@H:27]2[O:26][CH2:25]1, predict the reaction product. The product is: [CH:55]([N:52]1[CH2:51][CH2:50][N:49]([C:46]2[CH:45]=[CH:44][C:43]([C:42]([NH:41][C@@H:35]([CH2:36][C:37]([CH3:40])([CH3:39])[CH3:38])[C:34]([N:29]3[CH2:30][C@@H:31]([O:32][CH3:33])[C@H:27]4[O:26][CH2:25][C:24](=[O:23])[C@@H:28]34)=[O:59])=[O:58])=[CH:48][CH:47]=2)[CH2:54][CH2:53]1)([CH3:57])[CH3:56]. (9) Given the reactants [NH:1]1[C:5]2=[N:6][CH:7]=[CH:8][C:9](N)=[C:4]2[CH:3]=[CH:2]1.N([O-])=O.[Na+].C(OCC)(=O)C.C(=O)([O-])O.[Na+].[F:26][B-](F)(F)F.[H+], predict the reaction product. The product is: [F:26][C:9]1[CH:8]=[CH:7][N:6]=[C:5]2[NH:1][CH:2]=[CH:3][C:4]=12. (10) Given the reactants [CH:1]([C:4]1[N:5]=[C:6]([C:9]([O:11]CC)=[O:10])[S:7][CH:8]=1)([CH3:3])[CH3:2].[OH-].[Li+].Cl, predict the reaction product. The product is: [CH:1]([C:4]1[N:5]=[C:6]([C:9]([OH:11])=[O:10])[S:7][CH:8]=1)([CH3:3])[CH3:2].